This data is from Peptide-MHC class II binding affinity with 134,281 pairs from IEDB. The task is: Regression. Given a peptide amino acid sequence and an MHC pseudo amino acid sequence, predict their binding affinity value. This is MHC class II binding data. (1) The peptide sequence is SIPTPSNREETQQKS. The binding affinity (normalized) is 0.0951. The MHC is DRB1_0401 with pseudo-sequence DRB1_0401. (2) The peptide sequence is PDTIDFLIMRNLTNL. The MHC is DRB1_1302 with pseudo-sequence DRB1_1302. The binding affinity (normalized) is 0.616. (3) The peptide sequence is CSGEPVVVHITDDNE. The MHC is HLA-DQA10201-DQB10202 with pseudo-sequence HLA-DQA10201-DQB10202. The binding affinity (normalized) is 0.178. (4) The peptide sequence is EGTVDFIFGEARSLY. The MHC is DRB1_1101 with pseudo-sequence DRB1_1101. The binding affinity (normalized) is 0.316. (5) The peptide sequence is FTVFEAAFNNAIKAG. The MHC is HLA-DQA10201-DQB10202 with pseudo-sequence HLA-DQA10201-DQB10202. The binding affinity (normalized) is 0.252. (6) The peptide sequence is SGSEAYQGVQQKWDA. The MHC is HLA-DQA10501-DQB10201 with pseudo-sequence HLA-DQA10501-DQB10201. The binding affinity (normalized) is 0.308. (7) The peptide sequence is PRGGPGRSYAADAGY. The MHC is DRB1_1001 with pseudo-sequence DRB1_1001. The binding affinity (normalized) is 0.316. (8) The peptide sequence is AAVPAVGAAAGAPAA. The MHC is HLA-DPA10201-DPB10101 with pseudo-sequence HLA-DPA10201-DPB10101. The binding affinity (normalized) is 0.0370.